This data is from Catalyst prediction with 721,799 reactions and 888 catalyst types from USPTO. The task is: Predict which catalyst facilitates the given reaction. (1) Reactant: C[O:2][C:3]([C:5]1[S:26][C:8]2[C:9]3[CH:10]=[CH:11][C:12]([C:16](=[O:25])[NH:17][CH2:18][C:19]4[CH:24]=[CH:23][CH:22]=[CH:21][CH:20]=4)=[CH:13][C:14]=3[S:15][C:7]=2[C:6]=1[O:27][CH2:28][C:29]([O:31]CC)=[O:30])=[O:4].O. Product: [CH2:18]([NH:17][C:16]([C:12]1[CH:11]=[CH:10][C:9]2[C:8]3[S:26][C:5]([C:3]([OH:4])=[O:2])=[C:6]([O:27][CH2:28][C:29]([OH:31])=[O:30])[C:7]=3[S:15][C:14]=2[CH:13]=1)=[O:25])[C:19]1[CH:20]=[CH:21][CH:22]=[CH:23][CH:24]=1. The catalyst class is: 1. (2) Product: [CH3:19][O:18][C:5]1[CH:6]=[C:7]([NH:13][CH3:14])[C:8]([N+:10]([O-:12])=[O:11])=[CH:9][C:4]=1[C:3]([OH:20])=[O:2]. The catalyst class is: 8. Reactant: C[O:2][C:3](=[O:20])[C:4]1[CH:9]=[C:8]([N+:10]([O-:12])=[O:11])[C:7]([N:13](C(=O)C)[CH3:14])=[CH:6][C:5]=1[O:18][CH3:19].[OH-].[Na+]. (3) Reactant: [C:1]1(=O)[CH2:6][CH2:5][CH2:4][CH2:3][CH2:2]1.[NH:8]([C:10]1[CH:11]=[C:12]([CH:16]=[CH:17][CH:18]=1)[C:13]([OH:15])=[O:14])N. Product: [CH2:5]1[C:6]2[NH:8][C:10]3[CH:18]=[CH:17][CH:16]=[C:12]([C:13]([OH:15])=[O:14])[C:11]=3[C:1]=2[CH2:2][CH2:3][CH2:4]1.[CH2:5]1[C:6]2[NH:8][C:10]3[C:18](=[CH:17][CH:16]=[C:12]([C:13]([OH:15])=[O:14])[CH:11]=3)[C:1]=2[CH2:2][CH2:3][CH2:4]1. The catalyst class is: 15. (4) Reactant: [CH2:1]([O:3][C:4](=[O:26])[CH2:5][C@@H:6]([N:13]1[C:21](=[O:22])[NH:20][C:19]2[C:14]1=[N:15][C:16]([CH:23]1[CH2:25][CH2:24]1)=[N:17][CH:18]=2)[C:7]1[CH:12]=[CH:11][CH:10]=[CH:9][CH:8]=1)[CH3:2].C([O-])([O-])=O.[K+].[K+].[I-].[CH3:34][N:35]1[C:43]2[C:38](=[C:39]([CH3:44])[CH:40]=[CH:41][CH:42]=2)[C:37]([CH2:45][N+](C)(C)C)=[CH:36]1. Product: [CH2:1]([O:3][C:4](=[O:26])[CH2:5][C@@H:6]([N:13]1[C:21](=[O:22])[N:20]([CH2:45][C:37]2[C:38]3[C:43](=[CH:42][CH:41]=[CH:40][C:39]=3[CH3:44])[N:35]([CH3:34])[CH:36]=2)[C:19]2[C:14]1=[N:15][C:16]([CH:23]1[CH2:24][CH2:25]1)=[N:17][CH:18]=2)[C:7]1[CH:8]=[CH:9][CH:10]=[CH:11][CH:12]=1)[CH3:2]. The catalyst class is: 39. (5) Reactant: [F:1][C:2]([F:6])([F:5])[CH2:3][OH:4].[OH-].[K+].Br[C:10]1[N:15]=[C:14]([C:16]([OH:18])=[O:17])[CH:13]=[N:12][C:11]=1[N:19]1[CH2:22][C:21]([F:24])([F:23])[CH2:20]1.Cl. Product: [F:24][C:21]1([F:23])[CH2:22][N:19]([C:11]2[N:12]=[CH:13][C:14]([C:16]([OH:18])=[O:17])=[N:15][C:10]=2[O:4][CH2:3][C:2]([F:6])([F:5])[F:1])[CH2:20]1. The catalyst class is: 58. (6) Reactant: [I:1][C:2]1[CH:8]=[C:7]([C:9]([F:12])([F:11])[F:10])[CH:6]=[CH:5][C:3]=1[NH2:4].Cl[C:14]([O:16][CH2:17][CH3:18])=[O:15]. Product: [CH2:17]([O:16][C:14]([NH:4][C:3]1[CH:5]=[CH:6][C:7]([C:9]([F:10])([F:11])[F:12])=[CH:8][C:2]=1[I:1])=[O:15])[CH3:18]. The catalyst class is: 17.